This data is from Reaction yield outcomes from USPTO patents with 853,638 reactions. The task is: Predict the reaction yield, written as a fraction of the theoretical maximum amount of product (1.0 means a 100% yield; for example, 0.34 means a 34% yield). (1) The reactants are [Br:1][C:2]1[NH:6][C:5]([CH3:7])=[C:4]([C:8]([O:10][CH2:11][CH3:12])=[O:9])[CH:3]=1.[H-].[Na+].C1OCCOCCOCCOCCOC1.Cl.[N:31]1[CH:36]=[CH:35][CH:34]=[C:33]([S:37](Cl)(=[O:39])=[O:38])[CH:32]=1.C(=O)([O-])O.[Na+]. The catalyst is O1CCCC1. The product is [Br:1][C:2]1[N:6]([S:37]([C:33]2[CH:32]=[N:31][CH:36]=[CH:35][CH:34]=2)(=[O:39])=[O:38])[C:5]([CH3:7])=[C:4]([C:8]([O:10][CH2:11][CH3:12])=[O:9])[CH:3]=1. The yield is 0.640. (2) The reactants are [F:1][C:2]1[CH:3]=[CH:4][C:5]([C:8]2[C:12]([CH2:13][CH2:14][C:15]3[S:16][C:17]([C:20]([OH:22])=O)=[CH:18][N:19]=3)=[C:11]([CH3:23])[O:10][N:9]=2)=[N:6][CH:7]=1.[CH2:24]([NH2:26])[CH3:25]. No catalyst specified. The product is [CH2:24]([NH:26][C:20]([C:17]1[S:16][C:15]([CH2:14][CH2:13][C:12]2[C:8]([C:5]3[CH:4]=[CH:3][C:2]([F:1])=[CH:7][N:6]=3)=[N:9][O:10][C:11]=2[CH3:23])=[N:19][CH:18]=1)=[O:22])[CH3:25]. The yield is 0.580. (3) The reactants are [Br:1][C:2]1[CH:3]=[CH:4][C:5]([CH3:9])=[N+:6]([O-:8])[CH:7]=1.[N+:10]([O-])([OH:12])=[O:11]. The catalyst is S(=O)(=O)(O)O. The product is [Br:1][C:2]1[C:3]([N+:10]([O-:12])=[O:11])=[CH:4][C:5]([CH3:9])=[N+:6]([O-:8])[CH:7]=1. The yield is 0.780. (4) The reactants are Cl.Cl.[CH3:3][C:4]1[NH:8][C:7]2[CH:9]=[CH:10][C:11]([NH:13][NH2:14])=[CH:12][C:6]=2[N:5]=1.[C:15]1([S:21]([N:24]2[C:32]3[C:27](=[CH:28][CH:29]=[CH:30][CH:31]=3)[CH:26]=[C:25]2[C:33]([C:35](=[CH:38]N(C)C)[C:36]#[N:37])=[O:34])(=[O:23])=[O:22])[CH:20]=[CH:19][CH:18]=[CH:17][CH:16]=1. The catalyst is C(O)C. The product is [NH2:37][C:36]1[N:13]([C:11]2[CH:10]=[CH:9][C:7]3[NH:8][C:4]([CH3:3])=[N:5][C:6]=3[CH:12]=2)[N:14]=[CH:38][C:35]=1[C:33]([C:25]1[N:24]([S:21]([C:15]2[CH:20]=[CH:19][CH:18]=[CH:17][CH:16]=2)(=[O:23])=[O:22])[C:32]2[C:27]([CH:26]=1)=[CH:28][CH:29]=[CH:30][CH:31]=2)=[O:34]. The yield is 0.910.